This data is from Catalyst prediction with 721,799 reactions and 888 catalyst types from USPTO. The task is: Predict which catalyst facilitates the given reaction. (1) Reactant: [O:1]=[C:2]1[CH2:7][CH2:6][CH2:5][CH2:4][N:3]1[NH:8]C(=O)OC(C)(C)C.[ClH:16]. Product: [ClH:16].[NH2:8][N:3]1[CH2:4][CH2:5][CH2:6][CH2:7][C:2]1=[O:1]. The catalyst class is: 12. (2) Reactant: [CH:1]([N:4]1[C:8]2=[N:9][C:10]([C:19]3[CH:20]=[C:21]([OH:25])[CH:22]=[CH:23][CH:24]=3)=[CH:11][C:12]([N:13]3[CH2:18][CH2:17][O:16][CH2:15][CH2:14]3)=[C:7]2[CH:6]=[N:5]1)([CH3:3])[CH3:2].[H-].[Na+].[N+](C1C=C(S(O[CH2:41][C@H:42]2[CH2:44][O:43]2)(=O)=O)C=CC=1)([O-])=O. Product: [CH:1]([N:4]1[C:8]2=[N:9][C:10]([C:19]3[CH:24]=[CH:23][CH:22]=[C:21]([O:25][CH2:41][C@H:42]4[CH2:44][O:43]4)[CH:20]=3)=[CH:11][C:12]([N:13]3[CH2:14][CH2:15][O:16][CH2:17][CH2:18]3)=[C:7]2[CH:6]=[N:5]1)([CH3:3])[CH3:2]. The catalyst class is: 1.